Task: Regression. Given a peptide amino acid sequence and an MHC pseudo amino acid sequence, predict their binding affinity value. This is MHC class I binding data.. Dataset: Peptide-MHC class I binding affinity with 185,985 pairs from IEDB/IMGT (1) The peptide sequence is ISSVQLSNNK. The MHC is HLA-A03:01 with pseudo-sequence HLA-A03:01. The binding affinity (normalized) is 0.367. (2) The peptide sequence is SQMPPQKIM. The MHC is HLA-A26:03 with pseudo-sequence HLA-A26:03. The binding affinity (normalized) is 0.0847.